Task: Predict the reactants needed to synthesize the given product.. Dataset: Full USPTO retrosynthesis dataset with 1.9M reactions from patents (1976-2016) (1) Given the product [Cl:12][C:9]1[CH:8]=[C:7]([F:13])[CH:6]=[C:5]2[C:10]=1[CH:11]=[C:2]([N:19]1[CH2:20][CH2:21][N:16]([CH3:15])[CH2:17][CH2:18]1)[NH:3][C:4]2=[O:14], predict the reactants needed to synthesize it. The reactants are: Cl[C:2]1[NH:3][C:4](=[O:14])[C:5]2[C:10]([CH:11]=1)=[C:9]([Cl:12])[CH:8]=[C:7]([F:13])[CH:6]=2.[CH3:15][N:16]1[CH2:21][CH2:20][NH:19][CH2:18][CH2:17]1. (2) The reactants are: [Cl:1][C:2]1[CH:3]=[C:4]([N:13]([CH2:29][CH3:30])[C@H:14]2[CH2:19][CH2:18][C@H:17]([NH:20][CH:21]([C:23]3[CH:24]=[N:25][CH:26]=[CH:27][CH:28]=3)[CH3:22])[CH2:16][CH2:15]2)[C:5]([CH3:12])=[C:6]([CH:11]=1)[C:7]([O:9][CH3:10])=[O:8].C=O.[BH-](OC(C)=O)(OC(C)=O)O[C:35](C)=O.[Na+]. Given the product [Cl:1][C:2]1[CH:3]=[C:4]([N:13]([CH2:29][CH3:30])[C@H:14]2[CH2:19][CH2:18][C@H:17]([N:20]([CH3:35])[CH:21]([C:23]3[CH:24]=[N:25][CH:26]=[CH:27][CH:28]=3)[CH3:22])[CH2:16][CH2:15]2)[C:5]([CH3:12])=[C:6]([CH:11]=1)[C:7]([O:9][CH3:10])=[O:8], predict the reactants needed to synthesize it. (3) Given the product [F:15][C:16]1[CH:23]=[CH:22][CH:21]=[CH:20][C:17]=1[CH2:18][N:19]1[CH:5]=[N:4][N:3]=[C:2]1[C:6]1[CH:14]=[CH:13][C:9]2[NH:10][CH:11]=[N:12][C:8]=2[CH:7]=1, predict the reactants needed to synthesize it. The reactants are: O1[CH:5]=[N:4][N:3]=[C:2]1[C:6]1[CH:14]=[CH:13][C:9]2[N:10]=[CH:11][NH:12][C:8]=2[CH:7]=1.[F:15][C:16]1[CH:23]=[CH:22][CH:21]=[CH:20][C:17]=1[CH2:18][NH2:19]. (4) Given the product [CH:34]1([N:33]2[C:2]([C:9]3[CH:14]=[CH:13][CH:12]=[CH:11][N:10]=3)=[C:3]([CH:4]=[O:6])[CH:31]=[N:32]2)[CH2:36][CH2:35]1, predict the reactants needed to synthesize it. The reactants are: O=[C:2]([C:9]1[CH:14]=[CH:13][CH:12]=[CH:11][N:10]=1)[CH2:3][C:4]([O:6]CC)=O.C(O)(=O)C(O)=O.C1(NN)CC1.C1(C2[N:33]([CH:34]([CH3:36])[CH3:35])[N:32]=[CH:31]C=2C=O)CC1. (5) The reactants are: C([O:3][C:4](=O)[CH2:5][C:6]1[C:14]2[C:9](=[CH:10][C:11]([C:15]3[CH:20]=[CH:19][C:18]([F:21])=[CH:17][CH:16]=3)=[CH:12][CH:13]=2)[N:8]([CH2:22][C:23]2[C:24]3[CH:31]=[C:30]([Cl:32])[CH:29]=[CH:28][C:25]=3[S:26][CH:27]=2)[CH:7]=1)C.[OH-].[Na+].[CH3:36]CO. Given the product [Cl:32][C:30]1[CH:29]=[CH:28][C:25]2[S:26][CH:27]=[C:23]([CH2:22][N:8]3[C:9]4[C:14](=[CH:13][CH:12]=[C:11]([C:15]5[CH:20]=[CH:19][C:18]([F:21])=[CH:17][CH:16]=5)[CH:10]=4)[C:6]([CH2:5][C:4](=[O:3])[CH3:36])=[CH:7]3)[C:24]=2[CH:31]=1, predict the reactants needed to synthesize it.